Dataset: Forward reaction prediction with 1.9M reactions from USPTO patents (1976-2016). Task: Predict the product of the given reaction. (1) Given the reactants Br[C:2]1[CH:7]=[CH:6][C:5]([S:8]([NH:11][C:12]2[CH:17]=[CH:16][CH:15]=[C:14]([N+:18]([O-:20])=[O:19])[CH:13]=2)(=[O:10])=[O:9])=[CH:4][C:3]=1[F:21].CC1(C)C(C)(C)OB([C:30]2[O:31][C:32]([CH3:35])=[CH:33][CH:34]=2)O1.C(=O)([O-])[O-].[Na+].[Na+].COCCOC, predict the reaction product. The product is: [F:21][C:3]1[CH:4]=[C:5]([S:8]([NH:11][C:12]2[CH:17]=[CH:16][CH:15]=[C:14]([N+:18]([O-:20])=[O:19])[CH:13]=2)(=[O:10])=[O:9])[CH:6]=[CH:7][C:2]=1[C:30]1[O:31][C:32]([CH3:35])=[CH:33][CH:34]=1. (2) Given the reactants [CH:1]1([C:4]2[N:9]=[C:8]([CH:10]=[O:11])[CH:7]=[C:6]([O:12][CH2:13][CH3:14])[C:5]=2O)[CH2:3][CH2:2]1.[F:16][C:17]1[CH:22]=[CH:21][C:20](B(O)O)=[CH:19][CH:18]=1, predict the reaction product. The product is: [CH:1]1([C:4]2[N:9]=[C:8]([CH:10]=[O:11])[CH:7]=[C:6]([O:12][CH2:13][CH3:14])[C:5]=2[C:20]2[CH:21]=[CH:22][C:17]([F:16])=[CH:18][CH:19]=2)[CH2:3][CH2:2]1. (3) The product is: [Br:2][C:3]1[CH:8]=[C:7]([F:9])[CH:6]=[C:5]2[C:4]=1[NH:10][C:13]1[CH:14]([CH2:19][C:20]([O:22][CH2:23][CH3:24])=[O:21])[CH2:15][CH2:16][CH2:17][C:18]2=1. Given the reactants [Cl-].[Br:2][C:3]1[CH:8]=[C:7]([F:9])[CH:6]=[CH:5][C:4]=1[NH:10][NH3+].O=[C:13]1[CH2:18][CH2:17][CH2:16][CH2:15][CH:14]1[CH2:19][C:20]([O:22][CH2:23][CH3:24])=[O:21], predict the reaction product. (4) Given the reactants CC1CC(N)(C(O)=O)CCN1C(OC(C)(C)C)=O.[NH2:19][C:20]1([C:33]([O:35][CH3:36])=[O:34])[CH2:25][CH2:24][N:23]([C:26]([O:28][C:29]([CH3:32])([CH3:31])[CH3:30])=[O:27])[CH2:22][CH2:21]1.[O:37]1[C:46]2[CH:45]=[C:44]([CH:47]=O)[N:43]=[CH:42][C:41]=2[O:40][CH2:39][CH2:38]1.C(O[BH-](OC(=O)C)OC(=O)C)(=O)C.[Na+], predict the reaction product. The product is: [O:37]1[C:46]2[CH:45]=[C:44]([CH2:47][NH:19][C:20]3([C:33]([O:35][CH3:36])=[O:34])[CH2:21][CH2:22][N:23]([C:26]([O:28][C:29]([CH3:30])([CH3:31])[CH3:32])=[O:27])[CH2:24][CH2:25]3)[N:43]=[CH:42][C:41]=2[O:40][CH2:39][CH2:38]1.